Predict the reactants needed to synthesize the given product. From a dataset of Full USPTO retrosynthesis dataset with 1.9M reactions from patents (1976-2016). Given the product [Br:25][C:26]1[CH:27]=[CH:28][C:29]([C:30]([NH:44][CH2:43][CH2:42][C:41]([O:40][C:36]([CH3:39])([CH3:38])[CH3:37])=[O:45])=[O:32])=[CH:33][CH:34]=1, predict the reactants needed to synthesize it. The reactants are: CN(C(ON1N=NC2C=CC=NC1=2)=[N+](C)C)C.F[P-](F)(F)(F)(F)F.[Br:25][C:26]1[CH:34]=[CH:33][C:29]([C:30]([OH:32])=O)=[CH:28][CH:27]=1.Cl.[C:36]([O:40][C:41](=[O:45])[CH2:42][CH2:43][NH2:44])([CH3:39])([CH3:38])[CH3:37].